Dataset: Full USPTO retrosynthesis dataset with 1.9M reactions from patents (1976-2016). Task: Predict the reactants needed to synthesize the given product. (1) Given the product [CH2:13]([O:15][C:16](=[O:26])[C:17]([CH2:23][NH:4][CH:1]1[CH2:3][CH2:2]1)([CH3:24])[CH2:18][CH2:19][CH:20]([CH3:21])[CH3:22])[CH3:14], predict the reactants needed to synthesize it. The reactants are: [CH:1]1([NH2:4])[CH2:3][CH2:2]1.C(O)(=O)C.C([BH3-])#N.[Na+].[CH2:13]([O:15][C:16](=[O:26])[C:17]([CH:24]=O)([CH3:23])[CH2:18][CH2:19][CH:20]([CH3:22])[CH3:21])[CH3:14]. (2) The reactants are: C[O:2][C:3]([CH:5]1[CH2:10][CH2:9][N:8]([CH2:11][C:12]2[CH:17]=[CH:16][CH:15]=[CH:14][CH:13]=2)[CH:7]([CH3:18])[C:6]1=O)=O.Cl.[CH:21]([NH2:23])=[NH:22].CC[O-].[Na+]. Given the product [NH4+:8].[OH-:2].[CH2:11]([N:8]1[CH2:9][CH2:10][C:5]2[C:3](=[O:2])[NH:23][CH:21]=[N:22][C:6]=2[CH:7]1[CH3:18])[C:12]1[CH:17]=[CH:16][CH:15]=[CH:14][CH:13]=1, predict the reactants needed to synthesize it. (3) Given the product [ClH:1].[CH3:17][O:18][C:15]([CH:12]1[CH2:13][CH2:14][N:9]([CH2:2][C:3]2[CH:8]=[CH:7][CH:6]=[CH:5][CH:4]=2)[CH2:10][CH2:11]1)=[NH:16], predict the reactants needed to synthesize it. The reactants are: [ClH:1].[CH2:2]([N:9]1[CH2:14][CH2:13][CH:12]([C:15]#[N:16])[CH2:11][CH2:10]1)[C:3]1[CH:8]=[CH:7][CH:6]=[CH:5][CH:4]=1.[CH3:17][OH:18]. (4) Given the product [F:1][C:2]1[CH:7]=[CH:6][CH:5]=[C:4]([F:8])[C:3]=1[N:9]1[C:14]2[N:15]=[C:16]([NH:27][CH2:28][CH2:29][NH:30][C:39]([NH:38][C:32]3[CH:37]=[CH:36][CH:35]=[CH:34][CH:33]=3)=[O:40])[N:17]=[C:18]([C:19]3[CH:24]=[CH:23][C:22]([F:25])=[CH:21][C:20]=3[CH3:26])[C:13]=2[CH:12]=[CH:11][C:10]1=[O:31], predict the reactants needed to synthesize it. The reactants are: [F:1][C:2]1[CH:7]=[CH:6][CH:5]=[C:4]([F:8])[C:3]=1[N:9]1[C:14]2[N:15]=[C:16]([NH:27][CH2:28][CH2:29][NH2:30])[N:17]=[C:18]([C:19]3[CH:24]=[CH:23][C:22]([F:25])=[CH:21][C:20]=3[CH3:26])[C:13]=2[CH:12]=[CH:11][C:10]1=[O:31].[C:32]1([N:38]=[C:39]=[O:40])[CH:37]=[CH:36][CH:35]=[CH:34][CH:33]=1. (5) Given the product [O:19]1[C:18]2[CH:22]=[CH:23][C:15]([N:14]([CH2:27][C:26]3[CH:29]=[C:30]([Cl:33])[CH:31]=[CH:32][C:25]=3[F:24])[CH:11]3[CH2:10][CH2:9][NH:8][CH2:13][CH2:12]3)=[CH:16][C:17]=2[O:21][CH2:20]1, predict the reactants needed to synthesize it. The reactants are: C(OC([N:8]1[CH2:13][CH2:12][CH:11]([NH:14][C:15]2[CH:23]=[CH:22][C:18]3[O:19][CH2:20][O:21][C:17]=3[CH:16]=2)[CH2:10][CH2:9]1)=O)(C)(C)C.[F:24][C:25]1[CH:32]=[CH:31][C:30]([Cl:33])=[CH:29][C:26]=1[CH2:27]Br.